Task: Predict the product of the given reaction.. Dataset: Forward reaction prediction with 1.9M reactions from USPTO patents (1976-2016) (1) The product is: [CH3:11][O:10][C:8]([C:7]1[NH:4][C:20]2[C:17]([CH:18]=1)=[C:16]([O:22][CH3:23])[CH:15]=[C:14]([F:13])[CH:21]=2)=[O:9]. Given the reactants C[O-].[Na+].[N:4]([CH2:7][C:8]([O:10][CH2:11]C)=[O:9])=[N+]=[N-].[F:13][C:14]1[CH:21]=[CH:20][C:17]([CH:18]=O)=[C:16]([O:22][CH3:23])[CH:15]=1, predict the reaction product. (2) Given the reactants [Cl:1][CH2:2][CH2:3][CH2:4][CH2:5][C:6]1([CH2:17][CH:18]([CH3:20])[CH3:19])[C:14]2[C:9](=[C:10]([CH3:15])[CH:11]=[CH:12][CH:13]=2)[NH:8][C:7]1=[O:16].[Cl:21][C:22]1[CH:27]=[CH:26][C:25]([N:28]2[CH2:33][CH2:32][NH:31][CH2:30][CH2:29]2)=[CH:24][CH:23]=1, predict the reaction product. The product is: [ClH:1].[Cl:21][C:22]1[CH:23]=[CH:24][C:25]([N:28]2[CH2:33][CH2:32][N:31]([CH2:2][CH2:3][CH2:4][CH2:5][C:6]3([CH2:17][CH:18]([CH3:19])[CH3:20])[C:14]4[C:9](=[C:10]([CH3:15])[CH:11]=[CH:12][CH:13]=4)[NH:8][C:7]3=[O:16])[CH2:30][CH2:29]2)=[CH:26][CH:27]=1. (3) Given the reactants [CH2:1]([O:3][C:4]([C:6]1[C:7](Cl)=[N:8][C:9]2[C:14]([C:15]=1[C:16]1[CH:21]=[CH:20][CH:19]=[CH:18][CH:17]=1)=[CH:13][C:12]([Cl:22])=[CH:11][CH:10]=2)=[O:5])[CH3:2].[NH:24]1[CH2:29][CH2:28][CH2:27][CH2:26][CH2:25]1, predict the reaction product. The product is: [CH2:1]([O:3][C:4]([C:6]1[C:7]([N:24]2[CH2:29][CH2:28][CH2:27][CH2:26][CH2:25]2)=[N:8][C:9]2[C:14]([C:15]=1[C:16]1[CH:21]=[CH:20][CH:19]=[CH:18][CH:17]=1)=[CH:13][C:12]([Cl:22])=[CH:11][CH:10]=2)=[O:5])[CH3:2]. (4) Given the reactants Cl[C:2]1[C:7]2=[N:8][O:9][N:10]=[C:6]2[C:5]([N+:11]([O-:13])=[O:12])=[CH:4][CH:3]=1.[NH:14]([CH2:18][CH2:19][OH:20])[CH2:15][CH2:16][OH:17].O, predict the reaction product. The product is: [N+:11]([C:5]1[C:6]2=[N:10][O:9][N:8]=[C:7]2[C:2]([N:14]([CH2:18][CH2:19][OH:20])[CH2:15][CH2:16][OH:17])=[CH:3][CH:4]=1)([O-:13])=[O:12]. (5) The product is: [CH3:14][C:11]([C:1]1[C:10]2[C:5](=[CH:6][CH:7]=[CH:8][CH:9]=2)[CH:4]=[CH:3][CH:2]=1)([CH3:12])[C:26]#[N:24]. Given the reactants [C:1]1([CH2:11][C:12]#N)[C:10]2[C:5](=[CH:6][CH:7]=[CH:8][CH:9]=2)[CH:4]=[CH:3][CH:2]=1.[CH3:14]I.[H-].[Na+].OS(O)(=O)=O.C[N:24]([CH:26]=O)C, predict the reaction product. (6) Given the reactants [C:1]1([C:7]#[C:8][C:9]2[CH:14]=[CH:13][C:12](B(O)O)=[CH:11][CH:10]=2)[CH:6]=[CH:5][CH:4]=[CH:3][CH:2]=1.Br[C:19]1[CH:20]=[C:21](O)[CH:22]=[C:23](Br)[CH:24]=1.[C:27]([O-:30])([O-])=O.[Na+].[Na+].N#N, predict the reaction product. The product is: [C:1]1([C:7]#[C:8][C:9]2[CH:14]=[CH:13][C:12]([C:10]3[CH:11]=[C:27]([OH:30])[CH:13]=[C:14]([C:24]4[CH:23]=[CH:22][C:21]([C:8]#[C:7][C:1]5[CH:2]=[CH:3][CH:4]=[CH:5][CH:6]=5)=[CH:20][CH:19]=4)[CH:9]=3)=[CH:11][CH:10]=2)[CH:6]=[CH:5][CH:4]=[CH:3][CH:2]=1. (7) Given the reactants [I:1][C:2]1[CH:7]=[CH:6][N:5]=[C:4]2[N:8](C(=O)C)[CH:9]=[CH:10][C:3]=12.C[O-].[Na+].CO, predict the reaction product. The product is: [I:1][C:2]1[CH:7]=[CH:6][N:5]=[C:4]2[NH:8][CH:9]=[CH:10][C:3]=12.